Predict which catalyst facilitates the given reaction. From a dataset of Catalyst prediction with 721,799 reactions and 888 catalyst types from USPTO. (1) Reactant: Cl.[Br:2][C:3]1[CH:8]=[CH:7][C:6]([C:9]2[CH:14]=[CH:13][C:12]([C:15]3[N:16]=[C:17]([C@@H:20]4[CH2:24][CH2:23][CH2:22][NH:21]4)[NH:18][CH:19]=3)=[CH:11][CH:10]=2)=[CH:5][CH:4]=1.[CH3:25][O:26][C:27]([NH:29][C@@H:30]([CH:34]([CH3:36])[CH3:35])[C:31](O)=[O:32])=[O:28].CCN(C(C)C)C(C)C.CN(C(ON1N=NC2C=CC=NC1=2)=[N+](C)C)C.F[P-](F)(F)(F)(F)F. Product: [Br:2][C:3]1[CH:4]=[CH:5][C:6]([C:9]2[CH:10]=[CH:11][C:12]([C:15]3[N:16]=[C:17]([C@@H:20]4[CH2:24][CH2:23][CH2:22][N:21]4[C:31](=[O:32])[C@@H:30]([NH:29][C:27](=[O:28])[O:26][CH3:25])[CH:34]([CH3:36])[CH3:35])[NH:18][CH:19]=3)=[CH:13][CH:14]=2)=[CH:7][CH:8]=1. The catalyst class is: 634. (2) Reactant: [Cl:1][C:2]1[CH:3]=[C:4]2[C:9](=[CH:10][CH:11]=1)[C:8]([CH3:13])([CH3:12])[C:7](=[O:14])[C:6]([C:15](OCC)=[O:16])=[C:5]2[OH:20].C1COCC1.[CH3:26][NH2:27]. Product: [Cl:1][C:2]1[CH:3]=[C:4]2[C:9](=[CH:10][CH:11]=1)[C:8]([CH3:13])([CH3:12])[C:7](=[O:14])[C:6]([C:15]([NH:27][CH3:26])=[O:16])=[C:5]2[OH:20]. The catalyst class is: 25. (3) Reactant: [CH:1]1([CH2:4][O:5][C:6]2[C:11]([O:12][CH3:13])=[CH:10][CH:9]=[CH:8][C:7]=2[O:14][CH3:15])[CH2:3][CH2:2]1.[Br:16]N1C(=O)CCC1=O. Product: [Br:16][C:8]1[CH:9]=[CH:10][C:11]([O:12][CH3:13])=[C:6]([O:5][CH2:4][CH:1]2[CH2:2][CH2:3]2)[C:7]=1[O:14][CH3:15]. The catalyst class is: 1. (4) Reactant: Cl.[CH3:2][O:3][C:4](=[O:15])[C@H:5]([OH:14])[C@H:6]([C:8]1[CH:13]=[CH:12][CH:11]=[CH:10][CH:9]=1)[NH2:7].Cl.C(N(CC)CC)C.C(O)(=O)C. Product: [C:4]([OH:15])(=[O:3])[CH3:5].[CH3:2][O:3][C:4](=[O:15])[C@H:5]([OH:14])[C@H:6]([C:8]1[CH:13]=[CH:12][CH:11]=[CH:10][CH:9]=1)[NH2:7]. The catalyst class is: 125. (5) Reactant: [CH:1]([O:4][C:5]1[CH:25]=[CH:24][C:8]([O:9][C:10]2[CH:15]=[CH:14][C:13]([C:16]3[CH:20]=[C:19]([CH:21]([NH2:23])[CH3:22])[O:18][N:17]=3)=[CH:12][CH:11]=2)=[CH:7][CH:6]=1)([CH3:3])[CH3:2].ClC(Cl)(Cl)[C:28]([N:30]=C=O)=[O:29]. Product: [CH:1]([O:4][C:5]1[CH:25]=[CH:24][C:8]([O:9][C:10]2[CH:15]=[CH:14][C:13]([C:16]3[CH:20]=[C:19]([CH:21]([NH:23][C:28]([NH2:30])=[O:29])[CH3:22])[O:18][N:17]=3)=[CH:12][CH:11]=2)=[CH:7][CH:6]=1)([CH3:2])[CH3:3]. The catalyst class is: 4. (6) Reactant: [F:1][C:2]1[CH:3]=[C:4]([S:8](Cl)(=[O:10])=[O:9])[CH:5]=[CH:6][CH:7]=1.[NH2:12][C:13]1[CH:14]=[C:15]([CH:19]2[CH2:28][C:27]([CH3:30])([CH3:29])[C:26]3[C:21](=[CH:22][CH:23]=[C:24]([C:31]#[N:32])[CH:25]=3)[NH:20]2)[CH:16]=[CH:17][CH:18]=1.N1C=CC=CC=1. Product: [C:31]([C:24]1[CH:25]=[C:26]2[C:21](=[CH:22][CH:23]=1)[NH:20][CH:19]([C:15]1[CH:14]=[C:13]([NH:12][S:8]([C:4]3[CH:5]=[CH:6][CH:7]=[C:2]([F:1])[CH:3]=3)(=[O:10])=[O:9])[CH:18]=[CH:17][CH:16]=1)[CH2:28][C:27]2([CH3:30])[CH3:29])#[N:32]. The catalyst class is: 4. (7) Reactant: [NH:1]1[C:9]2[C:4](=[CH:5][CH:6]=[CH:7][N:8]=2)[CH:3]=[CH:2]1.[CH3:10][N+:11]([CH3:13])=[CH2:12].[I-:14]. Product: [IH:14].[CH3:10][N:11]([CH2:13][C:3]1[C:4]2[C:9](=[N:8][CH:7]=[CH:6][CH:5]=2)[NH:1][CH:2]=1)[CH3:12]. The catalyst class is: 15.